From a dataset of Forward reaction prediction with 1.9M reactions from USPTO patents (1976-2016). Predict the product of the given reaction. (1) The product is: [Br:13][C:6]1[S:5][C:4]([C:7]2[CH:8]=[N:9][CH:10]=[CH:11][CH:12]=2)=[N:3][C:2]=1[Cl:1]. Given the reactants [Cl:1][C:2]1[N:3]=[C:4]([C:7]2[CH:8]=[N:9][CH:10]=[CH:11][CH:12]=2)[S:5][CH:6]=1.[Br:13]Br, predict the reaction product. (2) Given the reactants N[C@@](C1C=CC2C(=CC=C(O[C@H]3CC[C@H](C(C)(C)C)CC3)C=2C2C=CC(OC(F)(F)F)=CC=2)C=1)(C)CO.[C:38]([C@H:42]1[CH2:47][CH2:46][C@H:45]([O:48][C:49]2[C:50]([C:66]3[CH:67]=[N:68][CH:69]=[N:70][CH:71]=3)=[C:51]3[C:56](=[CH:57][CH:58]=2)[CH:55]=[C:54]([C@:59]2([CH3:65])[CH2:63][O:62]C(=O)[NH:60]2)[CH:53]=[CH:52]3)[CH2:44][CH2:43]1)([CH3:41])([CH3:40])[CH3:39], predict the reaction product. The product is: [NH2:60][C@@:59]([C:54]1[CH:53]=[CH:52][C:51]2[C:56](=[CH:57][CH:58]=[C:49]([O:48][C@H:45]3[CH2:44][CH2:43][C@H:42]([C:38]([CH3:41])([CH3:40])[CH3:39])[CH2:47][CH2:46]3)[C:50]=2[C:66]2[CH:67]=[N:68][CH:69]=[N:70][CH:71]=2)[CH:55]=1)([CH3:65])[CH2:63][OH:62]. (3) Given the reactants [H-].[Al+3].[Li+].[H-].[H-].[H-].[Cl:7][C:8]1[CH:13]=[CH:12][C:11]([CH2:14][CH:15]([O:21][CH2:22][CH3:23])[C:16](OCC)=[O:17])=[CH:10][CH:9]=1, predict the reaction product. The product is: [Cl:7][C:8]1[CH:9]=[CH:10][C:11]([CH2:14][CH:15]([O:21][CH2:22][CH3:23])[CH2:16][OH:17])=[CH:12][CH:13]=1.